Dataset: Full USPTO retrosynthesis dataset with 1.9M reactions from patents (1976-2016). Task: Predict the reactants needed to synthesize the given product. (1) Given the product [NH2:20][C:13]1[CH:12]=[CH:11][C:10]([N:7]2[CH2:8][CH2:9][N:4]([CH2:3][CH2:2][OH:1])[CH2:5][CH2:6]2)=[CH:19][C:14]=1[C:15]([NH:17][CH3:18])=[O:16], predict the reactants needed to synthesize it. The reactants are: [OH:1][CH2:2][CH2:3][N:4]1[CH2:9][CH2:8][N:7]([C:10]2[CH:11]=[CH:12][C:13]([N+:20]([O-])=O)=[C:14]([CH:19]=2)[C:15]([NH:17][CH3:18])=[O:16])[CH2:6][CH2:5]1. (2) Given the product [Cl:13][C:4]1[CH:5]=[C:6]([CH:11]=[CH:12][C:3]=1[CH2:2][C:7]([O:9][CH3:10])=[O:8])[C:7]([O:9][CH3:10])=[O:8], predict the reactants needed to synthesize it. The reactants are: Br[CH2:2][C:3]1[CH:12]=[CH:11][C:6]([C:7]([O:9][CH3:10])=[O:8])=[CH:5][C:4]=1[Cl:13]. (3) Given the product [NH:1]1[C:5]2[CH:6]=[CH:7][CH:8]=[CH:9][C:4]=2[N:3]=[C:2]1[NH:10][C:11]([C:13]1[C:17]2[N:18]=[C:19]([NH:23][C@@H:24]3[CH2:29][CH2:28][CH2:27][CH2:26][C@@H:25]3[NH2:30])[N:20]=[CH:21][C:16]=2[S:15][CH:14]=1)=[O:12], predict the reactants needed to synthesize it. The reactants are: [NH:1]1[C:5]2[CH:6]=[CH:7][CH:8]=[CH:9][C:4]=2[N:3]=[C:2]1[NH:10][C:11]([C:13]1[C:17]2[N:18]=[C:19](Cl)[N:20]=[CH:21][C:16]=2[S:15][CH:14]=1)=[O:12].[NH2:23][C@@H:24]1[CH2:29][CH2:28][CH2:27][CH2:26][C@@H:25]1[NH2:30]. (4) Given the product [CH:33]1([CH2:32][NH:31][CH2:12][CH:13]2[CH2:17][C:16]3[CH:18]=[C:19]([F:30])[CH:20]=[C:21]([C:22]4[C:23]([Cl:29])=[CH:24][CH:25]=[CH:26][C:27]=4[Cl:28])[C:15]=3[O:14]2)[CH2:35][CH2:34]1, predict the reactants needed to synthesize it. The reactants are: CC1C=CC(S(O[CH2:12][CH:13]2[CH2:17][C:16]3[CH:18]=[C:19]([F:30])[CH:20]=[C:21]([C:22]4[C:27]([Cl:28])=[CH:26][CH:25]=[CH:24][C:23]=4[Cl:29])[C:15]=3[O:14]2)(=O)=O)=CC=1.[NH2:31][CH2:32][CH:33]1[CH2:35][CH2:34]1. (5) Given the product [F:31][C:32]1[CH:37]=[CH:36][CH:35]=[CH:34][C:33]=1[NH:38][C:39](=[O:66])[NH:40][C:41]1[CH:46]=[CH:45][C:44]([C:47]2[S:51][C:50]([C:52]34[CH2:61][CH:56]5[CH2:57][CH:58]([CH2:60][C:54]([C:62]([OH:64])=[O:63])([CH2:55]5)[CH2:53]3)[CH2:59]4)=[N:49][CH:48]=2)=[CH:43][CH:42]=1, predict the reactants needed to synthesize it. The reactants are: FC(F)(F)C1C=C(NC(=O)NC2C=CC(C3SC(CCC(O)=O)=NC=3)=CC=2)C=CC=1.[F:31][C:32]1[CH:37]=[CH:36][CH:35]=[CH:34][C:33]=1[NH:38][C:39](=[O:66])[NH:40][C:41]1[CH:46]=[CH:45][C:44]([C:47]2[S:51][C:50]([C:52]34[CH2:61][CH:56]5[CH2:57][CH:58]([CH2:60][C:54]([C:62]([O:64]C)=[O:63])([CH2:55]5)[CH2:53]3)[CH2:59]4)=[N:49][CH:48]=2)=[CH:43][CH:42]=1.